Task: Predict the reactants needed to synthesize the given product.. Dataset: Full USPTO retrosynthesis dataset with 1.9M reactions from patents (1976-2016) Given the product [C:1]([O:5][C:6]([N:8]1[CH2:13][CH2:12][N:11]([CH2:15][CH2:16][CH2:17][Cl:18])[CH2:10][CH2:9]1)=[O:7])([CH3:4])([CH3:2])[CH3:3], predict the reactants needed to synthesize it. The reactants are: [C:1]([O:5][C:6]([N:8]1[CH2:13][CH2:12][NH:11][CH2:10][CH2:9]1)=[O:7])([CH3:4])([CH3:3])[CH3:2].Br[CH2:15][CH2:16][CH2:17][Cl:18].